From a dataset of Retrosynthesis with 50K atom-mapped reactions and 10 reaction types from USPTO. Predict the reactants needed to synthesize the given product. (1) Given the product Cn1c(NCC[C@H](N)c2ccccc2)nc(-c2ccncc2)c(-c2cccc(C(F)(F)F)c2)c1=O, predict the reactants needed to synthesize it. The reactants are: Cn1c(Cl)nc(-c2ccncc2)c(-c2cccc(C(F)(F)F)c2)c1=O.NCC[C@H](N)c1ccccc1. (2) Given the product Cc1c(-c2ccc(=O)n(Cc3cccc(F)c3F)c2)c2cc(F)ccc2n1CCO, predict the reactants needed to synthesize it. The reactants are: Cc1c(-c2ccc(=O)n(Cc3cccc(F)c3F)c2)c2cc(F)ccc2n1CC(=O)O. (3) Given the product CCOC(=O)c1cccc(NC(=O)c2cnc3c(C)cc(NCc4ccc(OC)cc4)nn23)c1, predict the reactants needed to synthesize it. The reactants are: CCOC(=O)c1cccc(N)c1.COc1ccc(CNc2cc(C)c3ncc(C(=O)O)n3n2)cc1. (4) Given the product COC(=O)Cc1[nH]c(C(c2ccccc2)c2ccccc2)nc1-c1ccc(F)cc1, predict the reactants needed to synthesize it. The reactants are: COC(=O)CC(Br)C(=O)c1ccc(F)cc1.N=C(N)C(c1ccccc1)c1ccccc1. (5) The reactants are: C=CCCCCBr.OCC1CCCCC1. Given the product C=CCCCCOCC1CCCCC1, predict the reactants needed to synthesize it. (6) Given the product CCCC(=O)Nc1cc(C2=NOC(c3cc(Cl)cc(Cl)c3)(C(F)(F)F)C2)ccc1C, predict the reactants needed to synthesize it. The reactants are: CCCC(=O)O.Cc1ccc(C2=NOC(c3cc(Cl)cc(Cl)c3)(C(F)(F)F)C2)cc1N. (7) Given the product CCNc1ccc(C#N)cc1, predict the reactants needed to synthesize it. The reactants are: CCN(C(C)=O)c1ccc(C#N)cc1. (8) Given the product COC(=O)c1cc2ccccc2n1CCCN1C(=O)c2ccccc2C1=O, predict the reactants needed to synthesize it. The reactants are: COC(=O)c1cc2ccccc2[nH]1.O=C1c2ccccc2C(=O)N1CCCBr.